This data is from Catalyst prediction with 721,799 reactions and 888 catalyst types from USPTO. The task is: Predict which catalyst facilitates the given reaction. (1) Product: [F:29][C:26]1[CH:27]=[C:28]2[C:23](=[CH:24][CH:25]=1)[NH:22][C:21](=[O:30])[C:20]2=[CH:19][C:15]1[CH:14]=[C:13]([CH:18]=[CH:17][CH:16]=1)[C:12]([NH:11][CH2:10][CH2:9][CH2:8][CH2:7][CH2:6][CH2:5][CH2:4][C:3]([OH:32])=[O:2])=[O:31]. Reactant: C[O:2][C:3](=[O:32])[CH2:4][CH2:5][CH2:6][CH2:7][CH2:8][CH2:9][CH2:10][NH:11][C:12](=[O:31])[C:13]1[CH:18]=[CH:17][CH:16]=[C:15]([CH:19]=[C:20]2[C:28]3[C:23](=[CH:24][CH:25]=[C:26]([F:29])[CH:27]=3)[NH:22][C:21]2=[O:30])[CH:14]=1.CO.[Li+].[OH-].Cl. The catalyst class is: 6. (2) Reactant: Cl[C:2]([C:4]1[CH:47]=[CH:46][C:7]([CH2:8][O:9][CH:10]2[CH:15]([C:16]3[CH:21]=[CH:20][C:19]([O:22][CH2:23][CH2:24][CH2:25][O:26][CH2:27][C:28]4[CH:33]=[CH:32][CH:31]=[CH:30][C:29]=4[O:34][CH3:35])=[CH:18][CH:17]=3)[CH2:14][CH2:13][N:12]([C:36]([O:38][CH2:39][C:40]3[CH:45]=[CH:44][CH:43]=[CH:42][CH:41]=3)=[O:37])[CH2:11]2)=[CH:6][C:5]=1[O:48][CH2:49][CH2:50][CH2:51][O:52][CH3:53])=[O:3].[CH3:54][NH:55][CH3:56]. Product: [CH3:54][N:55]([CH3:56])[C:2]([C:4]1[CH:47]=[CH:46][C:7]([CH2:8][O:9][CH:10]2[CH:15]([C:16]3[CH:21]=[CH:20][C:19]([O:22][CH2:23][CH2:24][CH2:25][O:26][CH2:27][C:28]4[CH:33]=[CH:32][CH:31]=[CH:30][C:29]=4[O:34][CH3:35])=[CH:18][CH:17]=3)[CH2:14][CH2:13][N:12]([C:36]([O:38][CH2:39][C:40]3[CH:45]=[CH:44][CH:43]=[CH:42][CH:41]=3)=[O:37])[CH2:11]2)=[CH:6][C:5]=1[O:48][CH2:49][CH2:50][CH2:51][O:52][CH3:53])=[O:3]. The catalyst class is: 11. (3) Reactant: COC(=O)[C@H](C)N([C:13]1[CH:18]=[C:17]([F:19])[CH:16]=[C:15]([F:20])[CH:14]=1)C(OC(C)(C)C)=O.C(N(CCC)C(C1C=C(C=CC=1)[C:32]([NH:34][C@@H:35]([CH2:54]C1C=CC=CC=1)[CH2:36][NH:37][C@H:38]([C:40]([NH:42][C@H:43]([C:47]([NH:49][CH2:50][CH:51]([CH3:53])[CH3:52])=[O:48])[CH:44]([CH3:46])[CH3:45])=[O:41])[CH3:39])=[O:33])=O)CC.C(O[BH-](OC(=O)C)OC(=O)C)(=[O:69])C.[Na+].C1COCC1.[C:86]1([CH3:92])[CH:91]=CC=C[CH:87]=1. Product: [C:86]([O:69][C:32]([NH:34][C@@H:35]([CH2:54][C:13]1[CH:14]=[C:15]([F:20])[CH:16]=[C:17]([F:19])[CH:18]=1)[CH2:36][NH:37][C@H:38]([C:40]([NH:42][C@H:43]([C:47]([NH:49][CH2:50][CH:51]([CH3:52])[CH3:53])=[O:48])[CH:44]([CH3:45])[CH3:46])=[O:41])[CH3:39])=[O:33])([CH3:92])([CH3:91])[CH3:87]. The catalyst class is: 404. (4) Reactant: [C:1]([C:3]1[CH:4]=[C:5]([N:9]2[C:18]3[C:13](=[CH:14][CH:15]=[CH:16][N:17]=3)[C:12]([OH:19])=[CH:11][C:10]2=[O:20])[CH:6]=[CH:7][CH:8]=1)#[N:2].[H-].[Na+].[H][H].[C:25]1([CH2:31][C:32](Cl)=[O:33])[CH:30]=[CH:29][CH:28]=[CH:27][CH:26]=1.Cl. Product: [C:1]([C:3]1[CH:4]=[C:5]([N:9]2[C:18]3[C:13](=[CH:14][CH:15]=[CH:16][N:17]=3)[C:12]([OH:19])=[C:11]([C:32](=[O:33])[CH2:31][C:25]3[CH:30]=[CH:29][CH:28]=[CH:27][CH:26]=3)[C:10]2=[O:20])[CH:6]=[CH:7][CH:8]=1)#[N:2]. The catalyst class is: 18.